From a dataset of NCI-60 drug combinations with 297,098 pairs across 59 cell lines. Regression. Given two drug SMILES strings and cell line genomic features, predict the synergy score measuring deviation from expected non-interaction effect. (1) Drug 1: CC1=C(C(CCC1)(C)C)C=CC(=CC=CC(=CC(=O)O)C)C. Drug 2: C1=CN(C=N1)CC(O)(P(=O)(O)O)P(=O)(O)O. Cell line: MOLT-4. Synergy scores: CSS=2.72, Synergy_ZIP=9.51, Synergy_Bliss=17.4, Synergy_Loewe=12.2, Synergy_HSA=10.3. (2) Drug 1: C1CN1P(=S)(N2CC2)N3CC3. Drug 2: C1CN(P(=O)(OC1)NCCCl)CCCl. Cell line: LOX IMVI. Synergy scores: CSS=36.7, Synergy_ZIP=-6.63, Synergy_Bliss=1.15, Synergy_Loewe=-13.8, Synergy_HSA=4.04. (3) Drug 1: CC(C1=C(C=CC(=C1Cl)F)Cl)OC2=C(N=CC(=C2)C3=CN(N=C3)C4CCNCC4)N. Drug 2: CC(CN1CC(=O)NC(=O)C1)N2CC(=O)NC(=O)C2. Cell line: KM12. Synergy scores: CSS=40.2, Synergy_ZIP=-7.45, Synergy_Bliss=-7.07, Synergy_Loewe=-4.16, Synergy_HSA=-1.72. (4) Drug 1: COC1=C(C=C2C(=C1)N=CN=C2NC3=CC(=C(C=C3)F)Cl)OCCCN4CCOCC4. Drug 2: CC(C)NC(=O)C1=CC=C(C=C1)CNNC.Cl. Cell line: SK-MEL-28. Synergy scores: CSS=12.1, Synergy_ZIP=-2.56, Synergy_Bliss=5.75, Synergy_Loewe=-5.40, Synergy_HSA=0.114. (5) Drug 1: C1=CC(=CC=C1CCCC(=O)O)N(CCCl)CCCl. Drug 2: C(CC(=O)O)C(=O)CN.Cl. Cell line: OVCAR-4. Synergy scores: CSS=0.895, Synergy_ZIP=-2.48, Synergy_Bliss=-2.35, Synergy_Loewe=-6.86, Synergy_HSA=-3.44. (6) Drug 2: CCC1=CC2CC(C3=C(CN(C2)C1)C4=CC=CC=C4N3)(C5=C(C=C6C(=C5)C78CCN9C7C(C=CC9)(C(C(C8N6C)(C(=O)OC)O)OC(=O)C)CC)OC)C(=O)OC.C(C(C(=O)O)O)(C(=O)O)O. Drug 1: CC1=C(C=C(C=C1)NC2=NC=CC(=N2)N(C)C3=CC4=NN(C(=C4C=C3)C)C)S(=O)(=O)N.Cl. Cell line: NCI-H226. Synergy scores: CSS=41.9, Synergy_ZIP=0.219, Synergy_Bliss=4.78, Synergy_Loewe=5.74, Synergy_HSA=6.09.